Task: Predict the product of the given reaction.. Dataset: Forward reaction prediction with 1.9M reactions from USPTO patents (1976-2016) (1) The product is: [NH2:1][C:2]1[CH:7]=[C:6]([CH:11]2[CH2:13][CH2:12]2)[C:5]([Cl:9])=[CH:4][C:3]=1[OH:10]. Given the reactants [NH2:1][C:2]1[CH:7]=[C:6](I)[C:5]([Cl:9])=[CH:4][C:3]=1[OH:10].[CH:11]1([Mg]Br)[CH2:13][CH2:12]1, predict the reaction product. (2) Given the reactants Cl[C:2]1[C:3]2[C:10]([CH3:11])=[CH:9][NH:8][C:4]=2[N:5]=[CH:6][N:7]=1.[CH3:12][O:13][CH2:14][CH:15]1[CH:20]([NH:21][C:22](=[O:29])[C:23]2[CH:28]=[CH:27][CH:26]=[CH:25][CH:24]=2)[CH2:19][CH2:18][NH:17][CH2:16]1.C(N(CC)C(C)C)(C)C.C(OCC)(=O)C, predict the reaction product. The product is: [CH3:12][O:13][CH2:14][CH:15]1[CH:20]([NH:21][C:22](=[O:29])[C:23]2[CH:28]=[CH:27][CH:26]=[CH:25][CH:24]=2)[CH2:19][CH2:18][N:17]([C:2]2[C:3]3[C:10]([CH3:11])=[CH:9][NH:8][C:4]=3[N:5]=[CH:6][N:7]=2)[CH2:16]1. (3) The product is: [Cl:8][C:7]1[C:2]([N:11]2[CH2:16][CH2:15][NH:14][CH2:13][CH2:12]2)=[N:3][C:4]([CH3:10])=[C:5]([CH3:9])[N:6]=1. Given the reactants Cl[C:2]1[C:7]([Cl:8])=[N:6][C:5]([CH3:9])=[C:4]([CH3:10])[N:3]=1.[NH:11]1[CH2:16][CH2:15][NH:14][CH2:13][CH2:12]1, predict the reaction product. (4) Given the reactants [CH:1]1([C:4]2[CH:48]=[CH:47][C:7]([CH2:8][O:9][C:10]3[CH:15]=[CH:14][C:13]([CH:16]4[CH2:19][N:18]([C:20]([C:22]5[CH:27]=[C:26]([CH2:28][O:29][CH2:30][C:31]6([CH2:43][OH:44])[CH2:36][O:35]C(C7C=CC=CC=7)[O:33][CH2:32]6)[CH:25]=[CH:24][N:23]=5)=[O:21])[CH2:17]4)=[CH:12][C:11]=3[O:45][CH3:46])=[CH:6][CH:5]=2)[CH2:3][CH2:2]1.Cl.[OH-].[Na+].C([O-])(O)=O.[Na+], predict the reaction product. The product is: [CH:1]1([C:4]2[CH:48]=[CH:47][C:7]([CH2:8][O:9][C:10]3[CH:15]=[CH:14][C:13]([CH:16]4[CH2:17][N:18]([C:20]([C:22]5[CH:27]=[C:26]([CH2:28][O:29][CH2:30][C:31]([CH2:32][OH:33])([CH2:36][OH:35])[CH2:43][OH:44])[CH:25]=[CH:24][N:23]=5)=[O:21])[CH2:19]4)=[CH:12][C:11]=3[O:45][CH3:46])=[CH:6][CH:5]=2)[CH2:2][CH2:3]1. (5) Given the reactants [CH3:1][C:2]1[CH:7]=[CH:6][C:5]([CH3:8])=[CH:4][C:3]=1[NH:9][C:10]1[N:15]2[N:16]=[CH:17][C:18]([C:19](O)=[O:20])=[C:14]2[N:13]=[CH:12][C:11]=1[C:22]([N:24]1[CH2:29][CH2:28][C:27]2([C:33]3[CH:34]=[CH:35][CH:36]=[C:37]([F:38])[C:32]=3[O:31][CH2:30]2)[CH2:26][CH2:25]1)=[O:23].[CH2:39]([S:41]([NH2:44])(=[O:43])=[O:42])[CH3:40], predict the reaction product. The product is: [CH3:1][C:2]1[CH:7]=[CH:6][C:5]([CH3:8])=[CH:4][C:3]=1[NH:9][C:10]1[N:15]2[N:16]=[CH:17][C:18]([C:19]([NH:44][S:41]([CH2:39][CH3:40])(=[O:43])=[O:42])=[O:20])=[C:14]2[N:13]=[CH:12][C:11]=1[C:22]([N:24]1[CH2:25][CH2:26][C:27]2([C:33]3[CH:34]=[CH:35][CH:36]=[C:37]([F:38])[C:32]=3[O:31][CH2:30]2)[CH2:28][CH2:29]1)=[O:23]. (6) Given the reactants [CH3:1][C:2]1[N:6]=[C:5]([CH3:7])[N:4]([C:8]2[CH:13]=[C:12]([CH:14]=[CH2:15])[N:11]=[C:10]([CH3:16])[CH:9]=2)[N:3]=1.[N+](=[CH:19][C:20]([O:22][CH2:23][CH3:24])=[O:21])=[N-], predict the reaction product. The product is: [CH3:1][C:2]1[N:6]=[C:5]([CH3:7])[N:4]([C:8]2[CH:9]=[C:10]([CH3:16])[N:11]=[C:12]([C@@H:14]3[CH2:15][C@H:19]3[C:20]([O:22][CH2:23][CH3:24])=[O:21])[CH:13]=2)[N:3]=1.